Dataset: Forward reaction prediction with 1.9M reactions from USPTO patents (1976-2016). Task: Predict the product of the given reaction. (1) Given the reactants [Br:1][C:2]1[CH:19]=[CH:18][C:5]([C:6]([C:8](=[CH:14]N(C)C)[C:9]([O:11][CH2:12][CH3:13])=[O:10])=O)=[C:4]([Cl:20])[CH:3]=1.[N+]([O-])(O)=O.[N+]([O-])(O)=O.[CH3:29][O:30][C:31]1[CH:32]=[C:33]([NH:43][C:44]([NH2:46])=[NH:45])[CH:34]=[CH:35][C:36]=1[N:37]1[CH:41]=[C:40]([CH3:42])[N:39]=[CH:38]1, predict the reaction product. The product is: [Br:1][C:2]1[CH:19]=[CH:18][C:5]([C:6]2[C:8]([C:9]([O:11][CH2:12][CH3:13])=[O:10])=[CH:14][N:46]=[C:44]([NH:43][C:33]3[CH:34]=[CH:35][C:36]([N:37]4[CH:41]=[C:40]([CH3:42])[N:39]=[CH:38]4)=[C:31]([O:30][CH3:29])[CH:32]=3)[N:45]=2)=[C:4]([Cl:20])[CH:3]=1. (2) Given the reactants [NH2:1][C:2]1[CH:10]=[C:9]([CH2:11][N:12]2[CH2:16][CH2:15][C@@H:14]([NH:17][C:18]([O:20][C:21]([CH3:24])([CH3:23])[CH3:22])=[O:19])[CH2:13]2)[C:8]([O:25][C:26]([F:29])([F:28])[F:27])=[CH:7][C:3]=1[C:4](O)=[O:5].NC1C(Cl)=C(C=O)C(C(F)(F)F)=CC=1C([NH:35][CH2:36][C:37]1[CH:42]=[C:41]([Cl:43])[CH:40]=[CH:39][C:38]=1[S:44]([CH2:47][CH3:48])(=[O:46])=[O:45])=O.C1C=CC2N(O)N=NC=2C=1, predict the reaction product. The product is: [C:21]([O:20][C:18](=[O:19])[NH:17][C@@H:14]1[CH2:15][CH2:16][N:12]([CH2:11][C:9]2[CH:10]=[C:2]([NH2:1])[C:3]([C:4](=[O:5])[NH:35][CH2:36][C:37]3[CH:42]=[C:41]([Cl:43])[CH:40]=[CH:39][C:38]=3[S:44]([CH2:47][CH3:48])(=[O:46])=[O:45])=[CH:7][C:8]=2[O:25][C:26]([F:28])([F:29])[F:27])[CH2:13]1)([CH3:23])([CH3:24])[CH3:22]. (3) Given the reactants Br[C:2]1[C:3]([CH3:9])=[CH:4][C:5]([NH2:8])=[N:6][CH:7]=1.CC1(C)C(C)(C)OB([C:18]2[CH:19]=[N:20][N:21]([C:23]([C:36]3[CH:41]=[CH:40][CH:39]=[CH:38][CH:37]=3)([C:30]3[CH:35]=[CH:34][CH:33]=[CH:32][CH:31]=3)[C:24]3[CH:29]=[CH:28][CH:27]=[CH:26][CH:25]=3)[CH:22]=2)O1, predict the reaction product. The product is: [CH3:9][C:3]1[C:2]([C:18]2[CH:19]=[N:20][N:21]([C:23]([C:30]3[CH:35]=[CH:34][CH:33]=[CH:32][CH:31]=3)([C:24]3[CH:25]=[CH:26][CH:27]=[CH:28][CH:29]=3)[C:36]3[CH:41]=[CH:40][CH:39]=[CH:38][CH:37]=3)[CH:22]=2)=[CH:7][N:6]=[C:5]([NH2:8])[CH:4]=1.